This data is from Forward reaction prediction with 1.9M reactions from USPTO patents (1976-2016). The task is: Predict the product of the given reaction. (1) The product is: [CH2:1]([CH:3]1[C:8]2([CH:13]([OH:14])[CH2:12][CH2:11][CH2:10][CH2:9]2)[CH:7]([CH3:15])[CH:6]=[CH:5][CH2:4]1)[CH3:2]. Given the reactants [CH2:1]([CH:3]1[C:8]2([C:13](=[O:14])[CH2:12][CH2:11][CH2:10][CH2:9]2)[CH:7]([CH3:15])[CH:6]=[CH:5][CH2:4]1)[CH3:2].[H-].[H-].[H-].[H-].[Li+].[Al+3], predict the reaction product. (2) Given the reactants N[C:2]1[N:7]2[C:8]([CH2:15][CH:16]3[CH2:21][CH2:20][C:19]([F:23])([F:22])[CH2:18][CH2:17]3)=[C:9]([C:11]([F:14])([F:13])[F:12])[N:10]=[C:6]2[CH:5]=[C:4]([C:24]([O:26][CH3:27])=[O:25])[CH:3]=1.[ClH:28].N([O-])=O.[Na+].C(=O)([O-])O.[Na+], predict the reaction product. The product is: [Cl:28][C:2]1[N:7]2[C:8]([CH2:15][CH:16]3[CH2:21][CH2:20][C:19]([F:23])([F:22])[CH2:18][CH2:17]3)=[C:9]([C:11]([F:14])([F:13])[F:12])[N:10]=[C:6]2[CH:5]=[C:4]([C:24]([O:26][CH3:27])=[O:25])[CH:3]=1. (3) The product is: [N:32]1([CH2:31][CH2:30][N:7]2[C:2](=[O:1])[CH:3]=[CH:4][C:5]([C:8]3[N:16]4[C:11]([CH:12]=[CH:13][CH:14]=[CH:15]4)=[CH:10][C:9]=3[C:17]([O:19][CH2:20][CH3:21])=[O:18])=[N:6]2)[CH2:37][CH2:36][O:35][CH2:34][CH2:33]1. Given the reactants [O:1]=[C:2]1[NH:7][N:6]=[C:5]([C:8]2[N:16]3[C:11]([CH:12]=[CH:13][CH:14]=[CH:15]3)=[CH:10][C:9]=2[C:17]([O:19][CH2:20][CH3:21])=[O:18])[CH:4]=[CH:3]1.C([O-])([O-])=O.[K+].[K+].Cl.Cl[CH2:30][CH2:31][N:32]1[CH2:37][CH2:36][O:35][CH2:34][CH2:33]1, predict the reaction product.